Task: Predict which catalyst facilitates the given reaction.. Dataset: Catalyst prediction with 721,799 reactions and 888 catalyst types from USPTO Reactant: [CH3:1][C:2]1([CH3:19])[C:6]([CH3:8])([CH3:7])[O:5][B:4]([C:9]2[CH:14]=[CH:13][C:12]([CH2:15][C:16](O)=[O:17])=[CH:11][CH:10]=2)[O:3]1.[F:20][C:21]([F:32])([F:31])[C:22]1([C:25]2[O:29][N:28]=[C:27]([NH2:30])[CH:26]=2)[CH2:24][CH2:23]1.CN(C(ON1N=NC2C=CC=NC1=2)=[N+](C)C)C.F[P-](F)(F)(F)(F)F.ON1C2N=CC=CC=2N=N1.CCN(C(C)C)C(C)C. Product: [CH3:7][C:6]1([CH3:8])[C:2]([CH3:1])([CH3:19])[O:3][B:4]([C:9]2[CH:10]=[CH:11][C:12]([CH2:15][C:16]([NH:30][C:27]3[CH:26]=[C:25]([C:22]4([C:21]([F:31])([F:20])[F:32])[CH2:24][CH2:23]4)[O:29][N:28]=3)=[O:17])=[CH:13][CH:14]=2)[O:5]1. The catalyst class is: 2.